From a dataset of NCI-60 drug combinations with 297,098 pairs across 59 cell lines. Regression. Given two drug SMILES strings and cell line genomic features, predict the synergy score measuring deviation from expected non-interaction effect. (1) Drug 1: C1=CC(=CC=C1C#N)C(C2=CC=C(C=C2)C#N)N3C=NC=N3. Drug 2: C1=NC2=C(N1)C(=S)N=CN2. Cell line: MDA-MB-231. Synergy scores: CSS=49.0, Synergy_ZIP=-2.28, Synergy_Bliss=-2.03, Synergy_Loewe=-3.99, Synergy_HSA=0.00000163. (2) Drug 1: CC1=C(C=C(C=C1)NC(=O)C2=CC=C(C=C2)CN3CCN(CC3)C)NC4=NC=CC(=N4)C5=CN=CC=C5. Drug 2: CC(C)(C#N)C1=CC(=CC(=C1)CN2C=NC=N2)C(C)(C)C#N. Cell line: TK-10. Synergy scores: CSS=-4.92, Synergy_ZIP=2.62, Synergy_Bliss=0.136, Synergy_Loewe=-4.44, Synergy_HSA=-3.85. (3) Drug 1: C1=CC=C(C=C1)NC(=O)CCCCCCC(=O)NO. Drug 2: CC(C)NC(=O)C1=CC=C(C=C1)CNNC.Cl. Cell line: SK-MEL-28. Synergy scores: CSS=12.6, Synergy_ZIP=0.0648, Synergy_Bliss=3.70, Synergy_Loewe=-5.83, Synergy_HSA=-0.0360. (4) Drug 1: C1=CC(=CC=C1CCC2=CNC3=C2C(=O)NC(=N3)N)C(=O)NC(CCC(=O)O)C(=O)O. Drug 2: CC1C(C(CC(O1)OC2CC(CC3=C2C(=C4C(=C3O)C(=O)C5=C(C4=O)C(=CC=C5)OC)O)(C(=O)CO)O)N)O.Cl. Cell line: HCT-15. Synergy scores: CSS=34.8, Synergy_ZIP=-8.01, Synergy_Bliss=-18.1, Synergy_Loewe=1.87, Synergy_HSA=-12.1. (5) Drug 1: C1CN1C2=NC(=NC(=N2)N3CC3)N4CC4. Drug 2: CCC1(C2=C(COC1=O)C(=O)N3CC4=CC5=C(C=CC(=C5CN(C)C)O)N=C4C3=C2)O.Cl. Synergy scores: CSS=31.6, Synergy_ZIP=-6.09, Synergy_Bliss=-0.0892, Synergy_Loewe=-3.66, Synergy_HSA=1.11. Cell line: MDA-MB-435.